Dataset: Forward reaction prediction with 1.9M reactions from USPTO patents (1976-2016). Task: Predict the product of the given reaction. (1) Given the reactants Cl.[C:2](=[NH:10])([NH2:9])[C:3]1[CH:8]=[CH:7][CH:6]=[CH:5][CH:4]=1.CC([O-])(C)C.[Li+].C(O/[CH:20]=[CH:21]/[C:22](=O)[C:23]([O:25][CH2:26][CH3:27])=[O:24])C, predict the reaction product. The product is: [C:3]1([C:2]2[N:9]=[C:22]([C:23]([O:25][CH2:26][CH3:27])=[O:24])[CH:21]=[CH:20][N:10]=2)[CH:8]=[CH:7][CH:6]=[CH:5][CH:4]=1. (2) Given the reactants [CH3:1][CH:2]1[NH:6][CH2:5][C:4]2([CH2:11][CH2:10][N:9]([CH3:12])[CH2:8][CH2:7]2)[O:3]1.C1(N=C=NC2CCCCC2)CCCCC1.[NH:28]1[C:36]2[C:31](=[CH:32][CH:33]=[CH:34][CH:35]=2)[C:30]([CH2:37][CH2:38][C:39](O)=[O:40])=[CH:29]1, predict the reaction product. The product is: [CH3:1][CH:2]1[N:6]([C:39](=[O:40])[CH2:38][CH2:37][C:30]2[C:31]3[C:36](=[CH:35][CH:34]=[CH:33][CH:32]=3)[NH:28][CH:29]=2)[CH2:5][C:4]2([CH2:11][CH2:10][N:9]([CH3:12])[CH2:8][CH2:7]2)[O:3]1. (3) Given the reactants C([O:8][C:9]1[C:10]([CH3:25])=[C:11]([CH3:24])[C:12]([N:16]([CH3:23])[C:17]2[CH:22]=[CH:21][CH:20]=[CH:19][N:18]=2)=[N:13][C:14]=1[CH3:15])C1C=CC=CC=1, predict the reaction product. The product is: [CH3:15][C:14]1[C:9]([OH:8])=[C:10]([CH3:25])[C:11]([CH3:24])=[C:12]([N:16]([CH3:23])[C:17]2[CH:22]=[CH:21][CH:20]=[CH:19][N:18]=2)[N:13]=1. (4) Given the reactants Cl.N[C@H:3]1[CH2:7][CH2:6][N:5]([C:8]2[CH:13]=[CH:12][C:11]([N:14]3[CH2:18][C@H:17]([CH2:19][N:20]([C:29]4[CH:33]=[CH:32][O:31][N:30]=4)C(OCC(Cl)(Cl)Cl)=O)[O:16][C:15]3=[O:34])=[CH:10][C:9]=2[F:35])[CH2:4]1.CC1(C)[O:41][C@H:40]([C:42](Cl)=[O:43])[CH2:39][O:38]1, predict the reaction product. The product is: [OH:41][C@@H:40]([CH2:42][OH:43])[C:39]([C@H:3]1[CH2:7][CH2:6][N:5]([C:8]2[CH:13]=[CH:12][C:11]([N:14]3[CH2:18][C@H:17]([CH2:19][NH:20][C:29]4[CH:33]=[CH:32][O:31][N:30]=4)[O:16][C:15]3=[O:34])=[CH:10][C:9]=2[F:35])[CH2:4]1)=[O:38]. (5) Given the reactants [CH3:1][CH2:2][CH2:3][CH2:4][CH2:5][CH3:6].[CH3:7][CH:8]([OH:10])[CH3:9].[CH3:11]COC(C)=O, predict the reaction product. The product is: [CH:7]1[C:2]2[C:3](=[CH:4][CH:5]=[CH:6][CH:1]=2)[CH:11]=[CH:9][C:8]=1[OH:10]. (6) Given the reactants [NH2:1][C@@H:2]1[CH2:7][CH2:6][C@H:5]([NH:8][C:9](=[O:19])[C:10]2[CH:15]=[C:14]([F:16])[C:13]([F:17])=[C:12]([F:18])[CH:11]=2)[CH2:4][CH2:3]1.[Cl:20][C:21]1[CH:26]=[C:25](Cl)[N:24]=[C:23]([CH3:28])[N:22]=1.C(N(CC)CC)(C)C.C([O-])(O)=O.[Na+], predict the reaction product. The product is: [Cl:20][C:21]1[N:22]=[C:23]([CH3:28])[N:24]=[C:25]([NH:1][C@@H:2]2[CH2:3][CH2:4][C@H:5]([NH:8][C:9](=[O:19])[C:10]3[CH:15]=[C:14]([F:16])[C:13]([F:17])=[C:12]([F:18])[CH:11]=3)[CH2:6][CH2:7]2)[CH:26]=1. (7) Given the reactants [CH2:1]([NH:8][C:9]1[N:17]=[C:16]([O:18][CH2:19][CH2:20][CH2:21][CH3:22])[N:15]=[C:14]2[C:10]=1[N:11]=[CH:12][N:13]2[CH:23]1[CH2:28][CH2:27][CH2:26][CH2:25][O:24]1)[C:2]1[CH:7]=[CH:6][CH:5]=[CH:4][CH:3]=1.C([O-])(=O)C.[Na+].[Br:34]Br.S([O-])([O-])(=O)=S.[Na+].[Na+], predict the reaction product. The product is: [CH2:1]([NH:8][C:9]1[N:17]=[C:16]([O:18][CH2:19][CH2:20][CH2:21][CH3:22])[N:15]=[C:14]2[C:10]=1[N:11]=[C:12]([Br:34])[N:13]2[CH:23]1[CH2:28][CH2:27][CH2:26][CH2:25][O:24]1)[C:2]1[CH:3]=[CH:4][CH:5]=[CH:6][CH:7]=1. (8) Given the reactants C([NH:8][N:9]1[C:15](=[O:16])[CH2:14][C:13]2[CH:17]=[CH:18][CH:19]=[CH:20][C:12]=2[C:11]2[CH:21]=[CH:22][CH:23]=[CH:24][C:10]1=2)(OC(C)(C)C)=O.[C:25]([O-:28])([O-])=O.[Cs+].[Cs+].[C:31]([O:34][CH2:35]Br)(=O)C.C(Cl)[Cl:38], predict the reaction product. The product is: [ClH:38].[NH2:8][N:9]1[C:15](=[O:16])[CH:14]([C:25](=[O:28])[CH2:31][O:34][CH3:35])[C:13]2[CH:17]=[CH:18][CH:19]=[CH:20][C:12]=2[C:11]2[CH:21]=[CH:22][CH:23]=[CH:24][C:10]1=2.